Dataset: Reaction yield outcomes from USPTO patents with 853,638 reactions. Task: Predict the reaction yield, written as a fraction of the theoretical maximum amount of product (1.0 means a 100% yield; for example, 0.34 means a 34% yield). The reactants are [NH:1]1[C:9]2[C:4](=[CH:5][C:6]([CH:10]=O)=[CH:7][CH:8]=2)[CH:3]=[CH:2]1.C(=O)([O-])[O-].[K+].[K+].C(OP([CH2:26][C:27]([O:29][CH3:30])=[O:28])(OCC)=O)C. The catalyst is C1COCC1. The product is [NH:1]1[C:9]2[C:4](=[CH:5][C:6]([CH:10]=[CH:26][C:27]([O:29][CH3:30])=[O:28])=[CH:7][CH:8]=2)[CH:3]=[CH:2]1. The yield is 0.350.